Dataset: Cav3 T-type calcium channel HTS with 100,875 compounds. Task: Binary Classification. Given a drug SMILES string, predict its activity (active/inactive) in a high-throughput screening assay against a specified biological target. (1) The compound is O1C(OC(C1C(=O)NC1CCCCC1)C(=O)NC1CCCCC1)(C(C)(C)C)C. The result is 0 (inactive). (2) The compound is O(c1c(cccc1OC)/C=N\n1cnnc1)Cc1ccccc1. The result is 0 (inactive). (3) The compound is s1c2c(CCCC2)c(c1NC(NC(OC)=O)(C(F)(F)F)C(OC)=O)C(=O)N. The result is 0 (inactive). (4) The drug is o1nc(nc1c1c(C(=O)NCc2occc2)cccc1)c1ccccc1. The result is 0 (inactive). (5) The drug is Brc1oc(C(=O)Nc2nn(nn2)CCC)cc1. The result is 0 (inactive).